This data is from Forward reaction prediction with 1.9M reactions from USPTO patents (1976-2016). The task is: Predict the product of the given reaction. (1) Given the reactants Cl.[NH:2]1[C:6]([CH2:7][OH:8])=[CH:5][N:4]=[CH:3]1.C(N(CC)CC)C.[C:16]1([C:22](Cl)([C:29]2[CH:34]=[CH:33][CH:32]=[CH:31][CH:30]=2)[C:23]2[CH:28]=[CH:27][CH:26]=[CH:25][CH:24]=2)[CH:21]=[CH:20][CH:19]=[CH:18][CH:17]=1, predict the reaction product. The product is: [C:22]([N:4]1[CH:5]=[C:6]([CH2:7][OH:8])[N:2]=[CH:3]1)([C:16]1[CH:21]=[CH:20][CH:19]=[CH:18][CH:17]=1)([C:29]1[CH:30]=[CH:31][CH:32]=[CH:33][CH:34]=1)[C:23]1[CH:24]=[CH:25][CH:26]=[CH:27][CH:28]=1. (2) Given the reactants [C:1]([N:4]1[CH2:8][CH2:7][O:6][C:5]1=[O:9])(=[O:3])[CH3:2].S(Cl)([Cl:13])(=O)=O.N(C(C)(C)C#N)=NC(C)(C)C#N, predict the reaction product. The product is: [C:1]([N:4]1[CH2:8][CH:7]([Cl:13])[O:6][C:5]1=[O:9])(=[O:3])[CH3:2]. (3) The product is: [F:25][C:21]1[CH:20]=[C:19]([N:18]([CH3:17])[C:1](=[O:3])[C:4]2[CH:11]=[CH:10][CH:9]=[C:6]([CH:7]=[O:8])[CH:5]=2)[CH:24]=[CH:23][CH:22]=1. Given the reactants [C:1]([C:4]1[CH:5]=[C:6]([CH:9]=[CH:10][CH:11]=1)[CH:7]=[O:8])([OH:3])=O.S(Cl)(Cl)=O.Cl.[CH3:17][NH:18][C:19]1[CH:24]=[CH:23][CH:22]=[C:21]([F:25])[CH:20]=1.C(N(CC)CC)C, predict the reaction product.